This data is from Reaction yield outcomes from USPTO patents with 853,638 reactions. The task is: Predict the reaction yield, written as a fraction of the theoretical maximum amount of product (1.0 means a 100% yield; for example, 0.34 means a 34% yield). (1) The reactants are [Cl:1][C:2]1[CH:3]=[C:4]2[C:9](=[CH:10][CH:11]=1)[N:8]([CH3:12])[C:7](=[O:13])[C:6]([C@@H:14]([NH:16][S@](C(C)(C)C)=O)[CH3:15])=[CH:5]2.Cl. The catalyst is CO.O1CCOCC1. The product is [ClH:1].[NH2:16][C@H:14]([C:6]1[C:7](=[O:13])[N:8]([CH3:12])[C:9]2[C:4]([CH:5]=1)=[CH:3][C:2]([Cl:1])=[CH:11][CH:10]=2)[CH3:15]. The yield is 1.00. (2) The catalyst is C(Cl)Cl. The reactants are [NH2:1][C@H:2]1[C:11]2[C:6](=[N:7][C:8]([F:12])=[CH:9][CH:10]=2)[O:5][C@@H:4]([C:13]2[CH:14]=[C:15]([CH:20]=[CH:21][CH:22]=2)[C:16]([O:18][CH3:19])=[O:17])[CH2:3]1.[F:23][C:24]1([F:39])[O:28][C:27]2[CH:29]=[CH:30][C:31]([C:33]3([C:36](Cl)=[O:37])[CH2:35][CH2:34]3)=[CH:32][C:26]=2[O:25]1.C(N(CC)CC)C. The product is [F:39][C:24]1([F:23])[O:28][C:27]2[CH:29]=[CH:30][C:31]([C:33]3([C:36]([NH:1][C@H:2]4[C:11]5[C:6](=[N:7][C:8]([F:12])=[CH:9][CH:10]=5)[O:5][C@@H:4]([C:13]5[CH:14]=[C:15]([CH:20]=[CH:21][CH:22]=5)[C:16]([O:18][CH3:19])=[O:17])[CH2:3]4)=[O:37])[CH2:34][CH2:35]3)=[CH:32][C:26]=2[O:25]1. The yield is 0.279. (3) The reactants are [CH3:1][O:2][C:3](=[O:35])[C:4]([CH3:34])([O:27][C:28]1[CH:33]=[CH:32][CH:31]=[CH:30][CH:29]=1)[CH2:5][C:6]1[S:7][C:8]([C:11](=[O:26])[CH2:12][CH2:13][C:14]2[N:15]=[C:16]([C:20]3[CH:25]=[CH:24][CH:23]=[CH:22][CH:21]=3)[O:17][C:18]=2[CH3:19])=[CH:9][CH:10]=1.CO.[BH4-].[Na+].CCOC(C)=O. The catalyst is C1COCC1.CCCCCC. The product is [CH3:1][O:2][C:3](=[O:35])[C:4]([CH3:34])([O:27][C:28]1[CH:33]=[CH:32][CH:31]=[CH:30][CH:29]=1)[CH2:5][C:6]1[S:7][C:8]([CH:11]([OH:26])[CH2:12][CH2:13][C:14]2[N:15]=[C:16]([C:20]3[CH:21]=[CH:22][CH:23]=[CH:24][CH:25]=3)[O:17][C:18]=2[CH3:19])=[CH:9][CH:10]=1. The yield is 0.650. (4) The reactants are [OH:1][CH:2]1[CH2:7][CH2:6][N:5]([C:8]([O:10][C:11]([CH3:14])([CH3:13])[CH3:12])=[O:9])[CH2:4][CH2:3]1.[Cl:15][C:16]1[N:21]=[C:20](Cl)[CH:19]=[CH:18][N:17]=1.C(=O)([O-])[O-].[Cs+].[Cs+]. The catalyst is CN(C=O)C.O. The yield is 0.810. The product is [Cl:15][C:16]1[N:21]=[C:20]([O:1][CH:2]2[CH2:3][CH2:4][N:5]([C:8]([O:10][C:11]([CH3:14])([CH3:13])[CH3:12])=[O:9])[CH2:6][CH2:7]2)[CH:19]=[CH:18][N:17]=1. (5) The reactants are [CH3:1][O:2][C:3](=[O:32])[CH2:4][CH2:5][CH2:6][CH2:7][CH2:8][O:9][C:10]1[CH:15]=[CH:14][C:13]([NH:16][C:17](=[O:31])[CH2:18][CH2:19][CH2:20][CH2:21][CH2:22][O:23]CC2C=CC=CC=2)=[CH:12][CH:11]=1. The catalyst is CO.[Pd]. The product is [CH3:1][O:2][C:3](=[O:32])[CH2:4][CH2:5][CH2:6][CH2:7][CH2:8][O:9][C:10]1[CH:11]=[CH:12][C:13]([NH:16][C:17](=[O:31])[CH2:18][CH2:19][CH2:20][CH2:21][CH2:22][OH:23])=[CH:14][CH:15]=1. The yield is 0.628. (6) The reactants are Br[C:2]1[CH:3]=[CH:4][C:5]([C:8]([OH:10])=[O:9])=[N:6][CH:7]=1.C([O-])([O-])=O.[Cs+].[Cs+].[C:17]1(B2OC(C)(C)C(C)(C)O2)[CH2:21][CH2:20][CH2:19][CH:18]=1. The catalyst is CN(C=O)C.O.C(Cl)Cl.[Pd](Cl)Cl.C1(P(C2C=CC=CC=2)[C-]2C=CC=C2)C=CC=CC=1.[C-]1(P(C2C=CC=CC=2)C2C=CC=CC=2)C=CC=C1.[Fe+2]. The product is [C:17]1([C:2]2[CH:3]=[CH:4][C:5]([C:8]([OH:10])=[O:9])=[N:6][CH:7]=2)[CH2:21][CH2:20][CH2:19][CH:18]=1. The yield is 0.310. (7) The reactants are [F:1][C:2]1[CH:10]=[C:9]2[C:5]([C:6]([C:12]3[N:13]=[C:14]4[C:20]([C:21]([OH:23])=O)=[CH:19][N:18]([CH2:24][O:25][CH2:26][CH2:27][Si:28]([CH3:31])([CH3:30])[CH3:29])[C:15]4=[N:16][CH:17]=3)=[N:7][N:8]2[CH3:11])=[CH:4][CH:3]=1.CN(C(ON1N=NC2C=CC=NC1=2)=[N+](C)C)C.F[P-](F)(F)(F)(F)F.[Br:56][C:57]1[CH:62]=[CH:61][C:60]([C:63]2([NH2:66])[CH2:65][CH2:64]2)=[CH:59][CH:58]=1.CCN(C(C)C)C(C)C. The catalyst is CN(C=O)C.O.CC(=O)OCC. The product is [Br:56][C:57]1[CH:58]=[CH:59][C:60]([C:63]2([NH:66][C:21]([C:20]3[C:14]4[C:15](=[N:16][CH:17]=[C:12]([C:6]5[C:5]6[C:9](=[CH:10][C:2]([F:1])=[CH:3][CH:4]=6)[N:8]([CH3:11])[N:7]=5)[N:13]=4)[N:18]([CH2:24][O:25][CH2:26][CH2:27][Si:28]([CH3:31])([CH3:29])[CH3:30])[CH:19]=3)=[O:23])[CH2:64][CH2:65]2)=[CH:61][CH:62]=1. The yield is 0.910.